The task is: Predict the product of the given reaction.. This data is from Forward reaction prediction with 1.9M reactions from USPTO patents (1976-2016). (1) Given the reactants [C:1]([O:5][C:6]([N:8]1[CH2:21][CH2:20][C:19]2[C:18]3[CH:17]=[CH:16][CH:15]=[CH:14][C:13]=3[N:12]([CH2:22][CH2:23][CH2:24]Cl)[C:11]=2[CH2:10][CH2:9]1)=[O:7])([CH3:4])([CH3:3])[CH3:2].[C:26]1([OH:32])[CH:31]=[CH:30][CH:29]=[CH:28][CH:27]=1.CN(C=O)C.C([O-])([O-])=O.[K+].[K+], predict the reaction product. The product is: [C:1]([O:5][C:6]([N:8]1[CH2:21][CH2:20][C:19]2[C:18]3[CH:17]=[CH:16][CH:15]=[CH:14][C:13]=3[N:12]([CH2:22][CH2:23][CH2:24][O:32][C:26]3[CH:31]=[CH:30][CH:29]=[CH:28][CH:27]=3)[C:11]=2[CH2:10][CH2:9]1)=[O:7])([CH3:4])([CH3:3])[CH3:2]. (2) Given the reactants [CH2:1]([O:8][C:9](=[O:17])[CH2:10]P(OC)(OC)=O)[C:2]1[CH:7]=[CH:6][CH:5]=[CH:4][CH:3]=1.[Li+].[OH-].CC[O:22][C:23]([CH3:25])=[O:24].Cl.[CH2:27]1[CH2:31]OC[CH2:28]1, predict the reaction product. The product is: [CH2:1]([O:8][C:9](=[O:17])[CH:10]=[C:27]1[CH2:31][CH:25]([C:23]([OH:22])=[O:24])[CH2:28]1)[C:2]1[CH:3]=[CH:4][CH:5]=[CH:6][CH:7]=1. (3) Given the reactants C[O:2][C:3]([C:5]1[C:6]([CH3:28])=[C:7]([N:10]2[CH2:14][CH2:13][CH2:12][CH:11]2[CH:15]2[CH2:20][CH2:19][N:18]([C:21]([O:23][C:24]([CH3:27])([CH3:26])[CH3:25])=[O:22])[CH2:17][CH2:16]2)[S:8][CH:9]=1)=[O:4].[OH-].[Na+], predict the reaction product. The product is: [C:24]([O:23][C:21]([N:18]1[CH2:19][CH2:20][CH:15]([CH:11]2[CH2:12][CH2:13][CH2:14][N:10]2[C:7]2[S:8][CH:9]=[C:5]([C:3]([OH:4])=[O:2])[C:6]=2[CH3:28])[CH2:16][CH2:17]1)=[O:22])([CH3:27])([CH3:26])[CH3:25]. (4) Given the reactants [Cl:1][C:2]1[CH:7]=[CH:6][C:5]([CH:8]([NH2:17])[CH:9]([NH2:16])[CH2:10][CH:11]2[CH2:15][CH2:14][CH2:13][CH2:12]2)=[CH:4][CH:3]=1.Cl.[CH2:19]([O:21][C:22]1[CH:32]=[C:31]([O:33][CH3:34])[CH:30]=[CH:29][C:23]=1[C:24](=N)OCC)[CH3:20].C(N(CC)CC)C, predict the reaction product. The product is: [Cl:1][C:2]1[CH:3]=[CH:4][C:5]([CH:8]2[NH:17][C:24]([C:23]3[CH:29]=[CH:30][C:31]([O:33][CH3:34])=[CH:32][C:22]=3[O:21][CH2:19][CH3:20])=[N:16][CH:9]2[CH2:10][CH:11]2[CH2:12][CH2:13][CH2:14][CH2:15]2)=[CH:6][CH:7]=1. (5) Given the reactants [Br:1][C:2]1[CH:8]=[CH:7][C:6]([O:9][CH3:10])=[C:4]([OH:5])[C:3]=1[OH:11].[C:12]1([C:18]([C:21]2[CH:26]=[CH:25][CH:24]=[CH:23][CH:22]=2)(Cl)Cl)[CH:17]=[CH:16][CH:15]=[CH:14][CH:13]=1.C(=O)(O)[O-].[Na+], predict the reaction product. The product is: [Br:1][C:2]1[C:3]2[O:11][C:18]([C:12]3[CH:17]=[CH:16][CH:15]=[CH:14][CH:13]=3)([C:21]3[CH:26]=[CH:25][CH:24]=[CH:23][CH:22]=3)[O:5][C:4]=2[C:6]([O:9][CH3:10])=[CH:7][CH:8]=1.